Dataset: Catalyst prediction with 721,799 reactions and 888 catalyst types from USPTO. Task: Predict which catalyst facilitates the given reaction. (1) Reactant: C(Cl)(=O)C(Cl)=O.CS(C)=O.[Br:11][C:12]1[CH:21]=[CH:20][C:19]2[O:18][C:17]3(N4CCOCC4)[CH2:22][CH2:23][CH2:24][O:25][CH:16]3[CH:15]([OH:32])[C:14]=2[CH:13]=1.C(N(CC)CC)C. Product: [Br:11][C:12]1[CH:21]=[CH:20][C:19]2[O:18][C:17]3[CH2:22][CH2:23][CH2:24][O:25][C:16]=3[C:15](=[O:32])[C:14]=2[CH:13]=1. The catalyst class is: 2. (2) Reactant: [Cl:1][C:2]1[CH:7]=[CH:6][C:5](F)=[C:4]([N+:9]([O-:11])=[O:10])[CH:3]=1.[CH2:12]([N:19]1[CH2:23][CH:22]([NH2:24])[CH2:21][S:20]1(=[O:26])=[O:25])[C:13]1[CH:18]=[CH:17][CH:16]=[CH:15][CH:14]=1.C(=O)([O-])[O-].[K+].[K+]. Product: [CH2:12]([N:19]1[CH2:23][CH:22]([NH:24][C:5]2[CH:6]=[CH:7][C:2]([Cl:1])=[CH:3][C:4]=2[N+:9]([O-:11])=[O:10])[CH2:21][S:20]1(=[O:26])=[O:25])[C:13]1[CH:14]=[CH:15][CH:16]=[CH:17][CH:18]=1. The catalyst class is: 13. (3) Reactant: [OH:1][CH2:2][C:3]1[S:12][C:11]2[C:10]3[CH:13]=[C:14]([Cl:26])[CH:15]=[C:16]([O:17][CH2:18][CH2:19][CH2:20][N:21]([CH2:24]C)[CH2:22]C)[C:9]=3[O:8][C:7]3[CH:27]=[CH:28][CH:29]=[CH:30][C:6]=3[C:5]=2[CH:4]=1.[CH3:31][C:32](OC(C)=O)=[O:33]. Product: [C:32]([O:1][CH2:2][C:3]1[S:12][C:11]2[C:10]3[CH:13]=[C:14]([Cl:26])[CH:15]=[C:16]([O:17][CH2:18][CH2:19][CH2:20][N:21]([CH3:24])[CH3:22])[C:9]=3[O:8][C:7]3[CH:27]=[CH:28][CH:29]=[CH:30][C:6]=3[C:5]=2[CH:4]=1)(=[O:33])[CH3:31]. The catalyst class is: 383. (4) Reactant: [CH2:1]([C:3]1[N:7]2[CH2:8][CH2:9][NH:10][CH2:11][C:6]2=[N:5][N:4]=1)[CH3:2].[Cl:12][C:13]1[CH:14]=[C:15]([NH:20][C:21]2[C:30]3[C:25](=[CH:26][C:27]([O:36][CH3:37])=[C:28]([O:31][CH2:32][CH2:33][CH2:34]Cl)[CH:29]=3)[N:24]=[CH:23][N:22]=2)[CH:16]=[CH:17][C:18]=1[F:19].C(Cl)Cl. Product: [Cl:12][C:13]1[CH:14]=[C:15]([NH:20][C:21]2[C:30]3[C:25](=[CH:26][C:27]([O:36][CH3:37])=[C:28]([O:31][CH2:32][CH2:33][CH2:34][N:10]4[CH2:9][CH2:8][N:7]5[C:3]([CH2:1][CH3:2])=[N:4][N:5]=[C:6]5[CH2:11]4)[CH:29]=3)[N:24]=[CH:23][N:22]=2)[CH:16]=[CH:17][C:18]=1[F:19]. The catalyst class is: 3. (5) Reactant: NN.[C:3]([O:7][C:8](=[O:44])[NH:9][C@H:10]([CH2:32][N:33]1C(=O)C2C(=CC=CC=2)C1=O)[CH2:11][C:12]([CH3:31])([CH3:30])[CH2:13][CH2:14][C:15]1[CH:20]=[CH:19][C:18]([O:21][CH2:22][C@@H:23]2[CH2:27][O:26][C:25]([CH3:29])([CH3:28])[O:24]2)=[CH:17][CH:16]=1)([CH3:6])([CH3:5])[CH3:4].C(OCC)C. Product: [C:3]([O:7][C:8](=[O:44])[NH:9][C@H:10]([CH2:32][NH2:33])[CH2:11][C:12]([CH3:31])([CH3:30])[CH2:13][CH2:14][C:15]1[CH:20]=[CH:19][C:18]([O:21][CH2:22][C@@H:23]2[CH2:27][O:26][C:25]([CH3:29])([CH3:28])[O:24]2)=[CH:17][CH:16]=1)([CH3:6])([CH3:4])[CH3:5]. The catalyst class is: 219. (6) Reactant: [S:1]1[CH:5]=[CH:4][CH:3]=[C:2]1[S:6]([N:9]1[CH2:14][CH2:13][N:12]([C:15]2[CH:20]=[CH:19][C:18]([C:21]([OH:27])([CH3:26])[C:22]([F:25])([F:24])[F:23])=[CH:17][CH:16]=2)[C@@H:11]([CH2:28][N:29]2[CH2:34][CH2:33][O:32][CH2:31][CH:30]2[CH2:35][C:36]([O-:38])=[O:37])[CH2:10]1)(=[O:8])=[O:7].[OH-].[Na+]. Product: [S:1]1[CH:5]=[CH:4][CH:3]=[C:2]1[S:6]([N:9]1[CH2:14][CH2:13][N:12]([C:15]2[CH:20]=[CH:19][C:18]([C:21]([OH:27])([CH3:26])[C:22]([F:24])([F:25])[F:23])=[CH:17][CH:16]=2)[C@@H:11]([CH2:28][N:29]2[CH2:34][CH2:33][O:32][CH2:31][CH:30]2[CH2:35][C:36]([OH:38])=[O:37])[CH2:10]1)(=[O:8])=[O:7]. The catalyst class is: 5.